From a dataset of Reaction yield outcomes from USPTO patents with 853,638 reactions. Predict the reaction yield, written as a fraction of the theoretical maximum amount of product (1.0 means a 100% yield; for example, 0.34 means a 34% yield). (1) The reactants are [F:1][CH:2]1[CH2:6][N:5]([C:7]([O:9][C:10]([CH3:13])([CH3:12])[CH3:11])=[O:8])[CH:4]([C:14](OC)=[O:15])[C:3]1([CH3:19])[CH3:18].[H-].[H-].[H-].[H-].[Li+].[Al+3]. The catalyst is C1COCC1. The product is [C:10]([O:9][C:7]([N:5]1[CH2:6][CH:2]([F:1])[C:3]([CH3:19])([CH3:18])[CH:4]1[CH2:14][OH:15])=[O:8])([CH3:13])([CH3:12])[CH3:11]. The yield is 0.982. (2) The reactants are [C:1]([C:5]1[CH:25]=[CH:24][CH:23]=[CH:22][C:6]=1[O:7][CH:8]1[CH2:11][N:10]([C:12]([C:14]2[CH:21]=[CH:20][C:17]([C:18]#[N:19])=[CH:16][CH:15]=2)=[O:13])[CH2:9]1)([CH3:4])([CH3:3])[CH3:2].[Cl-].O[NH3+].[C:29](=[O:32])([O-])[OH:30].[Na+].C(N1C=CN=C1)([N:36]1C=CN=C1)=O.N12CCCN=C1CCCCC2.O.Cl. The catalyst is CS(C)=O.C1COCC1. The product is [C:1]([C:5]1[CH:25]=[CH:24][CH:23]=[CH:22][C:6]=1[O:7][CH:8]1[CH2:11][N:10]([C:12]([C:14]2[CH:15]=[CH:16][C:17]([C:18]3[NH:36][C:29](=[O:32])[O:30][N:19]=3)=[CH:20][CH:21]=2)=[O:13])[CH2:9]1)([CH3:4])([CH3:2])[CH3:3]. The yield is 0.590. (3) The reactants are [Cl:1][C:2]1[C:3]([F:31])=[C:4]([C@@H:8]2[C@:12]([C:15]3[CH:20]=[CH:19][C:18]([Cl:21])=[CH:17][C:16]=3[F:22])([C:13]#[N:14])[C@H:11]([CH2:23][C:24]([CH3:27])([CH3:26])[CH3:25])[NH:10][C@H:9]2[C:28](O)=[O:29])[CH:5]=[CH:6][CH:7]=1.[NH2:32][C:33]1[NH:37][C:36]([C:38]([O:40][CH2:41][CH3:42])=[O:39])=[CH:35][CH:34]=1.CN(C(ON1N=NC2C=CC=NC1=2)=[N+](C)C)C.F[P-](F)(F)(F)(F)F.CCN(C(C)C)C(C)C. The catalyst is C(Cl)Cl.C1COCC1. The product is [CH2:41]([O:40][C:38]([C:36]1[NH:37][C:33]([NH:32][C:28]([C@H:9]2[C@H:8]([C:4]3[CH:5]=[CH:6][CH:7]=[C:2]([Cl:1])[C:3]=3[F:31])[C@:12]([C:15]3[CH:20]=[CH:19][C:18]([Cl:21])=[CH:17][C:16]=3[F:22])([C:13]#[N:14])[C@H:11]([CH2:23][C:24]([CH3:26])([CH3:27])[CH3:25])[NH:10]2)=[O:29])=[CH:34][CH:35]=1)=[O:39])[CH3:42]. The yield is 0.163. (4) The reactants are CO[C:3](=[O:25])[C:4]1[CH:9]=[CH:8][C:7]([O:10][CH2:11][C:12]2[C:13]([C:18]3[CH:23]=[CH:22][C:21]([Cl:24])=[CH:20][CH:19]=3)=[N:14][O:15][C:16]=2[CH3:17])=[N:6][CH:5]=1.COC(=O)C1C=CC(OCC2C(C3C=CC=C(F)C=3)=NOC=2C)=NC=1.[NH:51]1[CH2:56][CH2:55][O:54][CH2:53][CH2:52]1. No catalyst specified. The product is [Cl:24][C:21]1[CH:22]=[CH:23][C:18]([C:13]2[C:12]([CH2:11][O:10][C:7]3[N:6]=[CH:5][C:4]([C:3]([N:51]4[CH2:56][CH2:55][O:54][CH2:53][CH2:52]4)=[O:25])=[CH:9][CH:8]=3)=[C:16]([CH3:17])[O:15][N:14]=2)=[CH:19][CH:20]=1. The yield is 0.850. (5) The reactants are [S:1]1[C:5]2[CH:6]=[CH:7][CH:8]=[CH:9][C:4]=2[N:3]=[C:2]1[O:10][C:11]1[CH:16]=[CH:15][C:14]([CH2:17][CH2:18][N:19]([CH2:34][CH:35]2[CH2:37][CH2:36]2)[CH2:20][CH2:21][CH2:22][N:23]2C(=O)C3C(=CC=CC=3)C2=O)=[CH:13][CH:12]=1.NN. The catalyst is CCO.C(Cl)Cl. The product is [S:1]1[C:5]2[CH:6]=[CH:7][CH:8]=[CH:9][C:4]=2[N:3]=[C:2]1[O:10][C:11]1[CH:16]=[CH:15][C:14]([CH2:17][CH2:18][N:19]([CH2:34][CH:35]2[CH2:36][CH2:37]2)[CH2:20][CH2:21][CH2:22][NH2:23])=[CH:13][CH:12]=1. The yield is 0.960. (6) The reactants are [CH:1]1([CH2:4][O:5][C:6]2[C:7]([CH3:14])=[CH:8][C:9]([CH:12]=O)=[N:10][CH:11]=2)[CH2:3][CH2:2]1.[CH3:15][C:16]([S@:19]([NH2:21])=[O:20])([CH3:18])[CH3:17]. No catalyst specified. The product is [CH:1]1([CH2:4][O:5][C:6]2[C:7]([CH3:14])=[CH:8][C:9](/[CH:12]=[N:21]/[S@@:19]([C:16]([CH3:18])([CH3:17])[CH3:15])=[O:20])=[N:10][CH:11]=2)[CH2:3][CH2:2]1. The yield is 0.900. (7) The reactants are Br[CH2:2][C:3]1[N:4]=[N:5][N:6]([C:8]2[CH:13]=[CH:12][CH:11]=[CH:10][CH:9]=2)[N:7]=1.[N+:14]([C:17]1[C:18]([N:23]2[CH2:28][CH2:27][C:26](=O)[CH2:25][CH2:24]2)=[N:19][CH:20]=[CH:21][CH:22]=1)([O-:16])=[O:15]. No catalyst specified. The product is [N+:14]([C:17]1[C:18]([N:23]2[CH2:28][CH2:27][C:26](=[CH:2][C:3]3[N:4]=[N:5][N:6]([C:8]4[CH:13]=[CH:12][CH:11]=[CH:10][CH:9]=4)[N:7]=3)[CH2:25][CH2:24]2)=[N:19][CH:20]=[CH:21][CH:22]=1)([O-:16])=[O:15]. The yield is 0.350. (8) The reactants are [CH2:1]([O:8][C:9]1[CH:10]=[C:11]2[C:15](=[CH:16][CH:17]=1)[NH:14][CH:13]=[CH:12]2)[C:2]1[CH:7]=[CH:6][CH:5]=[CH:4][CH:3]=1.[C:18]1(=[O:24])[NH:22][C:21](=[O:23])[CH:20]=[CH:19]1. The catalyst is C(O)(=O)C. The product is [CH2:1]([O:8][C:9]1[CH:10]=[C:11]2[C:15](=[CH:16][CH:17]=1)[NH:14][CH:13]=[C:12]2[CH:20]1[CH2:19][C:18](=[O:24])[NH:22][C:21]1=[O:23])[C:2]1[CH:3]=[CH:4][CH:5]=[CH:6][CH:7]=1. The yield is 0.756. (9) The reactants are [CH2:1]([O:3][C:4]([C:6]1[S:7][C:8]2[CH:14]=[CH:13][C:12]([NH:15][S:16]([C:19]3[CH:24]=[CH:23][C:22]([C:25]([CH3:28])([CH3:27])[CH3:26])=[CH:21][CH:20]=3)(=[O:18])=[O:17])=[CH:11][C:9]=2[CH:10]=1)=[O:5])[CH3:2].[Br:29]N1C(=O)CCC1=O. No catalyst specified. The product is [CH2:1]([O:3][C:4]([C:6]1[S:7][C:8]2[CH:14]=[CH:13][C:12]([NH:15][S:16]([C:19]3[CH:20]=[CH:21][C:22]([C:25]([CH3:27])([CH3:26])[CH3:28])=[CH:23][CH:24]=3)(=[O:17])=[O:18])=[CH:11][C:9]=2[C:10]=1[Br:29])=[O:5])[CH3:2]. The yield is 0.940. (10) The reactants are COC(=O)C[CH:5]([C:13]1[CH:18]=[CH:17][N:16]=[C:15]([Cl:19])[N:14]=1)[C:6]1[CH:11]=[CH:10][C:9]([F:12])=[CH:8][CH:7]=1.C[Si]([N-][Si](C)(C)C)(C)C.[Na+].BrCC(OC)=O. The catalyst is C1COCC1. The product is [Cl:19][C:15]1[N:14]=[C:13]([CH2:5][C:6]2[CH:11]=[CH:10][C:9]([F:12])=[CH:8][CH:7]=2)[CH:18]=[CH:17][N:16]=1. The yield is 0.840.